Dataset: Peptide-MHC class II binding affinity with 134,281 pairs from IEDB. Task: Regression. Given a peptide amino acid sequence and an MHC pseudo amino acid sequence, predict their binding affinity value. This is MHC class II binding data. (1) The peptide sequence is AGLLRLLFHDCFANG. The MHC is HLA-DQA10301-DQB10302 with pseudo-sequence HLA-DQA10301-DQB10302. The binding affinity (normalized) is 0.181. (2) The peptide sequence is LDLAVNAAVDAGIHF. The MHC is HLA-DQA10101-DQB10501 with pseudo-sequence HLA-DQA10101-DQB10501. The binding affinity (normalized) is 0.552. (3) The MHC is HLA-DPA10201-DPB11401 with pseudo-sequence HLA-DPA10201-DPB11401. The peptide sequence is RGKVVLIDFWAYPCI. The binding affinity (normalized) is 0. (4) The peptide sequence is TPQPMELKYSWKTWG. The MHC is DRB1_1302 with pseudo-sequence DRB1_1302. The binding affinity (normalized) is 0.159. (5) The peptide sequence is RRRVMIQSSGGKLRL. The MHC is DRB1_0401 with pseudo-sequence DRB1_0401. The binding affinity (normalized) is 0.874. (6) The peptide sequence is AFKVAATAANAAPAN. The MHC is HLA-DPA10103-DPB10301 with pseudo-sequence HLA-DPA10103-DPB10301. The binding affinity (normalized) is 0.707. (7) The peptide sequence is FAVVDLNKMRAVWVD. The MHC is DRB1_0802 with pseudo-sequence DRB1_0802. The binding affinity (normalized) is 0.209.